This data is from NCI-60 drug combinations with 297,098 pairs across 59 cell lines. The task is: Regression. Given two drug SMILES strings and cell line genomic features, predict the synergy score measuring deviation from expected non-interaction effect. (1) Cell line: HCT116. Synergy scores: CSS=67.4, Synergy_ZIP=-5.47, Synergy_Bliss=-8.13, Synergy_Loewe=-6.36, Synergy_HSA=-3.48. Drug 1: C1=NC(=NC(=O)N1C2C(C(C(O2)CO)O)O)N. Drug 2: CC1CCCC2(C(O2)CC(NC(=O)CC(C(C(=O)C(C1O)C)(C)C)O)C(=CC3=CSC(=N3)C)C)C. (2) Cell line: CCRF-CEM. Drug 2: CC1C(C(CC(O1)OC2CC(CC3=C2C(=C4C(=C3O)C(=O)C5=C(C4=O)C(=CC=C5)OC)O)(C(=O)CO)O)N)O.Cl. Synergy scores: CSS=54.3, Synergy_ZIP=1.04, Synergy_Bliss=0.0478, Synergy_Loewe=-5.39, Synergy_HSA=0.842. Drug 1: CC1C(C(CC(O1)OC2CC(OC(C2O)C)OC3=CC4=CC5=C(C(=O)C(C(C5)C(C(=O)C(C(C)O)O)OC)OC6CC(C(C(O6)C)O)OC7CC(C(C(O7)C)O)OC8CC(C(C(O8)C)O)(C)O)C(=C4C(=C3C)O)O)O)O. (3) Drug 1: CC(CN1CC(=O)NC(=O)C1)N2CC(=O)NC(=O)C2. Drug 2: CCC1=C2CN3C(=CC4=C(C3=O)COC(=O)C4(CC)O)C2=NC5=C1C=C(C=C5)O. Cell line: NCI-H226. Synergy scores: CSS=23.4, Synergy_ZIP=-9.66, Synergy_Bliss=-1.05, Synergy_Loewe=-6.32, Synergy_HSA=1.58. (4) Drug 1: C1=CC(=C2C(=C1NCCNCCO)C(=O)C3=C(C=CC(=C3C2=O)O)O)NCCNCCO. Drug 2: CC(C)CN1C=NC2=C1C3=CC=CC=C3N=C2N. Cell line: HCC-2998. Synergy scores: CSS=27.4, Synergy_ZIP=3.84, Synergy_Bliss=3.09, Synergy_Loewe=-16.3, Synergy_HSA=0.531. (5) Drug 1: CC1=C(C=C(C=C1)NC(=O)C2=CC=C(C=C2)CN3CCN(CC3)C)NC4=NC=CC(=N4)C5=CN=CC=C5. Cell line: SN12C. Drug 2: C1=NC2=C(N1)C(=S)N=CN2. Synergy scores: CSS=30.6, Synergy_ZIP=-4.13, Synergy_Bliss=1.57, Synergy_Loewe=-17.8, Synergy_HSA=-0.846. (6) Drug 1: CC12CCC(CC1=CCC3C2CCC4(C3CC=C4C5=CN=CC=C5)C)O. Drug 2: CC1=C(N=C(N=C1N)C(CC(=O)N)NCC(C(=O)N)N)C(=O)NC(C(C2=CN=CN2)OC3C(C(C(C(O3)CO)O)O)OC4C(C(C(C(O4)CO)O)OC(=O)N)O)C(=O)NC(C)C(C(C)C(=O)NC(C(C)O)C(=O)NCCC5=NC(=CS5)C6=NC(=CS6)C(=O)NCCC[S+](C)C)O. Cell line: PC-3. Synergy scores: CSS=0.487, Synergy_ZIP=-3.09, Synergy_Bliss=-3.78, Synergy_Loewe=-6.76, Synergy_HSA=-2.33. (7) Drug 1: CN(C)N=NC1=C(NC=N1)C(=O)N. Drug 2: CCN(CC)CCNC(=O)C1=C(NC(=C1C)C=C2C3=C(C=CC(=C3)F)NC2=O)C. Cell line: MOLT-4. Synergy scores: CSS=-1.07, Synergy_ZIP=-4.66, Synergy_Bliss=-9.82, Synergy_Loewe=-7.73, Synergy_HSA=-7.69.